This data is from Antibody developability classification from SAbDab with 2,409 antibodies. The task is: Regression/Classification. Given an antibody's heavy chain and light chain sequences, predict its developability. TAP uses regression for 5 developability metrics; SAbDab uses binary classification. The antibody is ['QEQLVESGGGLVQPGGSLTLSCKASGFDFSTYYMSWVRQAPGKGLEWIGTVYVRQGTTYYASWLNGRFTISSDNAQNTVDLKMNSLTAADTATYFCAKGGYNYDDAFVIWGPGTLVTVSF', 'AIEMTQTPFSVSAAVGGTVTINCQASQNIYSNLAWYQQKPGQPPKLLMYTASYLASGVPSRFKGSGSRTEYTLTISGVQCADAATYYCQTAYYNSRPDTVAFGGGTEVVVK']. Result: 0 (not developable).